Dataset: Reaction yield outcomes from USPTO patents with 853,638 reactions. Task: Predict the reaction yield, written as a fraction of the theoretical maximum amount of product (1.0 means a 100% yield; for example, 0.34 means a 34% yield). (1) The reactants are S(Cl)(Cl)=O.[Br:5][CH2:6][C@@:7]([OH:12])([CH3:11])[C:8](O)=[O:9].CCN(CC)CC.[NH2:20][C:21]1[CH:22]=[CH:23][C:24]([C:31]#[N:32])=[C:25]([C:27]([F:30])([F:29])[F:28])[CH:26]=1. The catalyst is C1COCC1.O. The product is [Br:5][CH2:6][C@@:7]([OH:12])([CH3:11])[C:8]([NH:20][C:21]1[CH:22]=[CH:23][C:24]([C:31]#[N:32])=[C:25]([C:27]([F:28])([F:29])[F:30])[CH:26]=1)=[O:9]. The yield is 0.739. (2) The reactants are [CH2:1]([O:8][C:9]([NH:11][C:12]1[CH:23]=[CH:22][C:15]([CH2:16]OS(C)(=O)=O)=[CH:14][CH:13]=1)=[O:10])[C:2]1[CH:7]=[CH:6][CH:5]=[CH:4][CH:3]=1.[C:24]([O:28][C:29](=[O:37])[NH:30][CH:31]1[CH2:36][CH2:35][NH:34][CH2:33][CH2:32]1)([CH3:27])([CH3:26])[CH3:25].C(=O)(O)[O-].[K+]. The catalyst is CN(C=O)C. The product is [C:24]([O:28][C:29](=[O:37])[NH:30][CH:31]1[CH2:36][CH2:35][N:34]([CH2:16][C:15]2[CH:22]=[CH:23][C:12]([NH:11][C:9]([O:8][CH2:1][C:2]3[CH:7]=[CH:6][CH:5]=[CH:4][CH:3]=3)=[O:10])=[CH:13][CH:14]=2)[CH2:33][CH2:32]1)([CH3:27])([CH3:25])[CH3:26]. The yield is 0.370. (3) The yield is 0.560. The product is [NH2:23][C:21]1[N:20]=[CH:19][N:18]=[C:17]2[N:16]([CH:24]3[CH2:29][CH2:28][CH2:27][N:26]([C:45](=[O:46])[CH2:44][C:42]#[N:43])[CH2:25]3)[N:15]=[C:14]([C:11]3[CH:10]=[CH:9][C:8]([O:1][C:2]4[CH:7]=[CH:6][CH:5]=[CH:4][CH:3]=4)=[CH:13][CH:12]=3)[C:22]=12. The catalyst is ClCCl. The reactants are [O:1]([C:8]1[CH:13]=[CH:12][C:11]([C:14]2[C:22]3[C:17](=[N:18][CH:19]=[N:20][C:21]=3[NH2:23])[N:16]([CH:24]3[CH2:29][CH2:28][CH2:27][NH:26][CH2:25]3)[N:15]=2)=[CH:10][CH:9]=1)[C:2]1[CH:7]=[CH:6][CH:5]=[CH:4][CH:3]=1.C(N1C=CN=C1)(N1C=CN=C1)=O.[C:42]([CH2:44][C:45](O)=[O:46])#[N:43]. (4) The reactants are C([O:5][C@H:6]([C@H:8]1[CH2:12][O:11][C:10](=[O:13])[N:9]1[C:14]1[C:19]([F:20])=[CH:18][N:17]=[C:16]([NH:21][C@H:22]([CH:24]2[CH2:29][CH2:28][NH:27][CH2:26][CH2:25]2)[CH3:23])[N:15]=1)[CH3:7])(C)(C)C.Br[C:31]1[CH:36]=[CH:35][N:34]=[C:33]([C:37]([CH3:43])([CH3:42])[C:38]([F:41])([F:40])[F:39])[CH:32]=1.C1C=CC(P(C2C(C3C(P(C4C=CC=CC=4)C4C=CC=CC=4)=CC=C4C=3C=CC=C4)=C3C(C=CC=C3)=CC=2)C2C=CC=CC=2)=CC=1.C([O-])([O-])=O.[Cs+].[Cs+]. The catalyst is C1(C)C=CC=CC=1.CC([O-])=O.CC([O-])=O.[Pd+2]. The product is [F:20][C:19]1[C:14]([N:9]2[C@@H:8]([C@@H:6]([OH:5])[CH3:7])[CH2:12][O:11][C:10]2=[O:13])=[N:15][C:16]([NH:21][C@H:22]([CH:24]2[CH2:25][CH2:26][N:27]([C:31]3[CH:36]=[CH:35][N:34]=[C:33]([C:37]([CH3:43])([CH3:42])[C:38]([F:41])([F:40])[F:39])[CH:32]=3)[CH2:28][CH2:29]2)[CH3:23])=[N:17][CH:18]=1. The yield is 0.0700.